From a dataset of Forward reaction prediction with 1.9M reactions from USPTO patents (1976-2016). Predict the product of the given reaction. (1) Given the reactants Br[C:2]1[CH:3]=[C:4]([CH:12]=[CH:13][CH:14]=1)[CH2:5][C:6]1[O:7][C:8]([CH3:11])=[N:9][N:10]=1.[Cl-].[C:16]([O:20][C:21](=[O:24])[CH2:22][Zn+])([CH3:19])([CH3:18])[CH3:17], predict the reaction product. The product is: [CH3:11][C:8]1[O:7][C:6]([CH2:5][C:4]2[CH:3]=[C:2]([CH2:22][C:21]([O:20][C:16]([CH3:19])([CH3:18])[CH3:17])=[O:24])[CH:14]=[CH:13][CH:12]=2)=[N:10][N:9]=1. (2) Given the reactants [OH-].[Na+:2].CO.[C:5]([C:11]1[CH:19]=[CH:18][CH:17]=[CH:16][C:12]=1[C:13]([OH:15])=[O:14])(=[O:10])[CH2:6][CH2:7][CH2:8][CH3:9], predict the reaction product. The product is: [C:5]([C:11]1[CH:19]=[CH:18][CH:17]=[CH:16][C:12]=1[C:13]([O-:15])=[O:14])(=[O:10])[CH2:6][CH2:7][CH2:8][CH3:9].[Na+:2]. (3) Given the reactants [NH2:1][C:2]1[CH:23]=[CH:22][C:5]([O:6][C:7]2[C:8]([Cl:21])=[CH:9][C:10]([F:20])=[C:11]([NH:13][C:14](=[O:19])[C:15]([F:18])([F:17])[F:16])[CH:12]=2)=[C:4]([C:24]#[N:25])[CH:3]=1.[S-:26][C:27]#[N:28].[K+].BrBr, predict the reaction product. The product is: [NH2:28][C:27]1[S:26][C:3]2[C:4]([C:24]#[N:25])=[C:5]([O:6][C:7]3[C:8]([Cl:21])=[CH:9][C:10]([F:20])=[C:11]([NH:13][C:14](=[O:19])[C:15]([F:16])([F:17])[F:18])[CH:12]=3)[CH:22]=[CH:23][C:2]=2[N:1]=1. (4) Given the reactants [C:1]([CH2:3][C:4]([O:6][CH2:7][CH3:8])=[O:5])#[N:2].Br[CH2:10][CH:11]([O:15][CH2:16][CH3:17])[O:12][CH2:13][CH3:14].C([O-])([O-])=O.[K+].[K+], predict the reaction product. The product is: [C:1]([CH:3]([CH2:10][CH:11]([O:15][CH2:16][CH3:17])[O:12][CH2:13][CH3:14])[C:4]([O:6][CH2:7][CH3:8])=[O:5])#[N:2]. (5) Given the reactants Br[CH2:2][CH3:3].[OH:4][C:5]1[CH:6]=[C:7]([CH2:12][C:13]#[N:14])[CH:8]=[CH:9][C:10]=1O.[C:15](=[O:18])([O-])[O-].[K+].[K+].[I-].[K+].[CH3:23]N(C)C=O, predict the reaction product. The product is: [CH2:2]([O:4][C:5]1[CH:6]=[C:7]([CH2:12][C:13]#[N:14])[CH:8]=[CH:9][C:10]=1[O:18][CH2:15][CH3:23])[CH3:3]. (6) Given the reactants [Cl:1][C:2]1[CH:3]=[C:4]([CH:27]=[C:28]([Cl:31])[C:29]=1[Cl:30])[CH2:5][N:6]1[CH:10]=[C:9]([C:11]([NH:13][NH:14][C:15]([C:17]2[CH:18]=[N:19][CH:20]=[C:21]([CH:26]=2)[C:22]([O:24]C)=[O:23])=O)=O)[N:8]=[N:7]1.COC1C=CC(P2(SP(C3C=CC(OC)=CC=3)(=S)S2)=[S:41])=CC=1.CO.[OH-].[Na+], predict the reaction product. The product is: [Cl:1][C:2]1[CH:3]=[C:4]([CH:27]=[C:28]([Cl:31])[C:29]=1[Cl:30])[CH2:5][N:6]1[CH:10]=[C:9]([C:11]2[S:41][C:15]([C:17]3[CH:18]=[N:19][CH:20]=[C:21]([CH:26]=3)[C:22]([OH:24])=[O:23])=[N:14][N:13]=2)[N:8]=[N:7]1. (7) Given the reactants [CH2:1]([O:3][C:4]1[CH:5]=[C:6]([C:13]2[O:17][N:16]=[C:15]([C:18]3[CH:26]=[CH:25][CH:24]=[C:23]4[C:19]=3[CH2:20][CH2:21][N:22]4[C:27]([NH:29][CH2:30][CH2:31][C:32]([O:34]CC)=[O:33])=[O:28])[N:14]=2)[CH:7]=[CH:8][C:9]=1[O:10][CH2:11][CH3:12])[CH3:2].C(C1C=CC(NC(=O)NCCC(OCC)=O)=CC=1)CCCCCCC, predict the reaction product. The product is: [CH2:1]([O:3][C:4]1[CH:5]=[C:6]([C:13]2[O:17][N:16]=[C:15]([C:18]3[CH:26]=[CH:25][CH:24]=[C:23]4[C:19]=3[CH2:20][CH2:21][N:22]4[C:27]([NH:29][CH2:30][CH2:31][C:32]([OH:34])=[O:33])=[O:28])[N:14]=2)[CH:7]=[CH:8][C:9]=1[O:10][CH2:11][CH3:12])[CH3:2]. (8) Given the reactants [Br:1][CH2:2][CH2:3][CH2:4][CH2:5][CH2:6][CH2:7][OH:8].[O:9]1[CH:14]=[CH:13][CH2:12][CH2:11][CH2:10]1.C1(C)C=CC(S(O)(=O)=O)=CC=1, predict the reaction product. The product is: [Br:1][CH2:2][CH2:3][CH2:4][CH2:5][CH2:6][CH2:7][O:8][CH:10]1[CH2:11][CH2:12][CH2:13][CH2:14][O:9]1.